Dataset: Reaction yield outcomes from USPTO patents with 853,638 reactions. Task: Predict the reaction yield, written as a fraction of the theoretical maximum amount of product (1.0 means a 100% yield; for example, 0.34 means a 34% yield). The reactants are [F:1][C:2]1[CH:15]=[CH:14][CH:13]=[C:12]([N+:16]([O-])=O)[C:3]=1[C:4]([NH:6][C@@H:7]([CH3:11])[C:8]([OH:10])=[O:9])=[O:5]. The catalyst is CC(O)=O.[Fe]. The product is [NH2:16][C:12]1[CH:13]=[CH:14][CH:15]=[C:2]([F:1])[C:3]=1[C:4]([NH:6][C@@H:7]([CH3:11])[C:8]([OH:10])=[O:9])=[O:5]. The yield is 0.750.